Dataset: Forward reaction prediction with 1.9M reactions from USPTO patents (1976-2016). Task: Predict the product of the given reaction. (1) Given the reactants [F:1][C:2]([F:7])([F:6])[C:3]([OH:5])=[O:4].[F:8][C:9]([F:14])([F:13])[C:10]([OH:12])=[O:11].FC(F)(F)C(O)=O.[Cl:22][C:23]1[CH:24]=[N:25][C:26]2[NH:27][C:28]3[CH:29]=[N:30][CH:31]=[C:32]([CH:54]=3)[CH2:33][CH2:34][C:35]3[CH:43]=[C:39]([NH:40][C:41]=1[N:42]=2)[CH:38]=[CH:37][C:36]=3[NH:44][C:45](=[O:53])[CH2:46][CH:47]1[CH2:52][CH2:51][NH:50][CH2:49][CH2:48]1.[F:55][C:56]1[CH:61]=[CH:60][C:59]([N:62]=[C:63]=[O:64])=[CH:58][CH:57]=1, predict the reaction product. The product is: [F:1][C:2]([F:7])([F:6])[C:3]([OH:5])=[O:4].[F:8][C:9]([F:14])([F:13])[C:10]([OH:12])=[O:11].[Cl:22][C:23]1[CH:24]=[N:25][C:26]2[NH:27][C:28]3[CH:29]=[N:30][CH:31]=[C:32]([CH:54]=3)[CH2:33][CH2:34][C:35]3[CH:43]=[C:39]([NH:40][C:41]=1[N:42]=2)[CH:38]=[CH:37][C:36]=3[NH:44][C:45](=[O:53])[CH2:46][CH:47]1[CH2:52][CH2:51][N:50]([C:63]([NH:62][C:59]2[CH:60]=[CH:61][C:56]([F:55])=[CH:57][CH:58]=2)=[O:64])[CH2:49][CH2:48]1. (2) Given the reactants [Br:1][C:2]1[CH:11]=[CH:10][C:5]([C:6](OC)=[O:7])=[C:4]([CH2:12]Br)[CH:3]=1.[CH3:14][NH2:15].CO, predict the reaction product. The product is: [Br:1][C:2]1[CH:3]=[C:4]2[C:5](=[CH:10][CH:11]=1)[C:6](=[O:7])[N:15]([CH3:14])[CH2:12]2. (3) Given the reactants C(Cl)(=O)C(Cl)=O.[CH2:7]([O:9][C:10]1[N:18]=[CH:17][C:16]([I:19])=[CH:15][C:11]=1[C:12](O)=[O:13])[CH3:8].C[N:21](C)C=O, predict the reaction product. The product is: [CH2:7]([O:9][C:10]1[N:18]=[CH:17][C:16]([I:19])=[CH:15][C:11]=1[C:12]([NH2:21])=[O:13])[CH3:8].